Dataset: Forward reaction prediction with 1.9M reactions from USPTO patents (1976-2016). Task: Predict the product of the given reaction. (1) Given the reactants Cl[C:2]([F:7])([F:6])C([O-])=O.[Na+].C(=O)([O-])[O-].[Cs+].[Cs+].[Br:15][C:16]1[CH:17]=[CH:18][C:19]([OH:24])=[C:20]([CH:23]=1)[C:21]#[N:22], predict the reaction product. The product is: [Br:15][C:16]1[CH:17]=[CH:18][C:19]([O:24][CH:2]([F:6])[F:7])=[C:20]([CH:23]=1)[C:21]#[N:22]. (2) Given the reactants Br[C:2]1[CH:3]=[C:4]2[C:8](=[CH:9][CH:10]=1)[NH:7][C:6](=[O:11])[CH2:5]2.[C:12](B1OC(C)(C)C(C)(C)O1)([CH3:14])=[CH2:13].[O-]P([O-])([O-])=O.[K+].[K+].[K+].C1(P(C2CCCCC2)C2C=CC=CC=2C2C(C(C)C)=CC(C(C)C)=CC=2C(C)C)CCCCC1, predict the reaction product. The product is: [C:12]([C:2]1[CH:3]=[C:4]2[C:8](=[CH:9][CH:10]=1)[NH:7][C:6](=[O:11])[CH2:5]2)([CH3:14])=[CH2:13].